Predict the reactants needed to synthesize the given product. From a dataset of Full USPTO retrosynthesis dataset with 1.9M reactions from patents (1976-2016). (1) Given the product [CH3:25][O:24][CH2:22][C:9]1([C:8]([N:28]([O:29][CH3:30])[CH3:27])=[O:7])[CH2:14][CH2:13][N:12]([C:15]([O:17][C:18]([CH3:21])([CH3:20])[CH3:19])=[O:16])[CH2:11][CH2:10]1, predict the reactants needed to synthesize it. The reactants are: C([Mg]Cl)(C)C.C[O:7][CH2:8][C:9]1([C:22]([O:24][CH3:25])=O)[CH2:14][CH2:13][N:12]([C:15]([O:17][C:18]([CH3:21])([CH3:20])[CH3:19])=[O:16])[CH2:11][CH2:10]1.Cl.[CH3:27][NH:28][O:29][CH3:30]. (2) Given the product [CH3:1][O:2][C:3](=[O:12])[CH2:4][C:5]1[CH:6]=[N:7][CH:8]=[C:9]([C:31]2[CH:30]=[CH:29][C:28]([CH2:27][O:26][C:23]3[CH:24]=[CH:25][C:20]([C:15]4[CH:16]=[CH:17][CH:18]=[CH:19][C:14]=4[F:13])=[C:21]([C:43]([F:46])([F:44])[F:45])[CH:22]=3)=[CH:33][CH:32]=2)[CH:10]=1, predict the reactants needed to synthesize it. The reactants are: [CH3:1][O:2][C:3](=[O:12])[CH2:4][C:5]1[CH:6]=[N:7][CH:8]=[C:9](Br)[CH:10]=1.[F:13][C:14]1[CH:19]=[CH:18][CH:17]=[CH:16][C:15]=1[C:20]1[CH:25]=[CH:24][C:23]([O:26][CH2:27][C:28]2[CH:33]=[CH:32][C:31](B3OC(C)(C)C(C)(C)O3)=[CH:30][CH:29]=2)=[CH:22][C:21]=1[C:43]([F:46])([F:45])[F:44].C1(P(C2CCCCC2)C2C=CC=CC=2C2C=CC=CC=2)CCCCC1.[F-].[K+]. (3) Given the product [N:1]1([CH2:6][C@@H:7]2[C@H:10]([NH:11][C:12](=[O:37])/[C:13](=[N:27]\[O:28][CH2:29][C:30]([OH:32])=[O:31])/[C:14]3[N:15]=[C:16]([NH2:19])[S:17][CH:18]=3)[C:9](=[O:38])[N:8]2[S:39]([OH:42])(=[O:40])=[O:41])[CH:5]=[N:4][CH:3]=[N:2]1, predict the reactants needed to synthesize it. The reactants are: [N:1]1([CH2:6][C@@H:7]2[C@H:10]([NH:11][C:12](=[O:37])/[C:13](=[N:27]\[O:28][CH2:29][C:30]([O:32]C(C)(C)C)=[O:31])/[C:14]3[N:15]=[C:16]([NH:19]C(OC(C)(C)C)=O)[S:17][CH:18]=3)[C:9](=[O:38])[N:8]2[S:39]([OH:42])(=[O:41])=[O:40])[CH:5]=[N:4][CH:3]=[N:2]1.C(O)(C(F)(F)F)=O. (4) The reactants are: C[C:2]1[N:3](CCOC/C=C/C2C=CC=CC=2)[C:4]2[C:9](C)=[C:8](C)[N:7]=[C:6](OC3C=CC=CC=3)[C:5]=2[N:19]=1.C([O-])(=O)C.[NH4+:36].[OH-].[K+]. Given the product [NH:3]1[C:4]2[CH:9]=[CH:8][N:7]=[C:6]([NH2:36])[C:5]=2[N:19]=[CH:2]1, predict the reactants needed to synthesize it.